From a dataset of Catalyst prediction with 721,799 reactions and 888 catalyst types from USPTO. Predict which catalyst facilitates the given reaction. Reactant: C([Li])CCC.C(NC(C)C)(C)C.[F:13][C:14]1[CH:21]=[CH:20][C:17]([C:18]#[N:19])=[CH:16][CH:15]=1.[F:22][C:23]1[CH:24]=[C:25]([CH:28]=[CH:29][CH:30]=1)[CH:26]=[O:27].[Cl-].[NH4+]. Product: [F:13][C:14]1[CH:21]=[CH:20][C:17]([C:18]#[N:19])=[CH:16][C:15]=1[CH:26]([C:25]1[CH:28]=[CH:29][CH:30]=[C:23]([F:22])[CH:24]=1)[OH:27]. The catalyst class is: 392.